This data is from B-cell epitopes from IEDB database with 3,159 antigens for binding position prediction. The task is: Token-level Classification. Given an antigen amino acid sequence, predict which amino acid positions are active epitope sites capable of antibody binding. Output is a list of indices for active positions. (1) The epitope positions are: [323, 324, 325, 326, 327, 328, 329, 330, 331]. The amino acids at these positions are: IPIPSSWAF. Given the antigen sequence: MGGWSSKPRKGMGTNLSVPNPLGFFPDHQLDPVFGANSNNPDWDFNPIKDHWPAANQVGVGAFGPGFTPPHGGVLGWSPQAQGMLTPVSTIPPPASANRQSGRQPTPISPPLRDSHPQAMQWNSTAFHQALQDPRVRGLYFPAGGSSSGTVNPAPNIASHISSISARTGDPVTNMENITSGFLGPLPVLQAGFFLLTRILTIPQSLDSWWTSLNFLGGSPVCLGQNSRSPTSNHSPTSCPPICPGYRWMCLRRFIIFLFILLLCLIFLLVLLDYQGMLPVCPLILGSTTTSTGPCKTCTTPAQGNSMFPSCCCTKPTDGNCTCIPIPSSWAFAKYLWEWASVRFSWLSLLVPFVQWFVGLSPTVWLSAIWMMWYWGPSLYSIVSSFIPLLPIFFCLWVYI, which amino acid positions are active epitope sites? (2) Given the antigen sequence: MRPGLPSYLIVLAVCLLSHLLSSRYGAEAISEPLDKAFHLLLNTYGRPIRFLRENTTQCTYNSSLRNSTVVRENAISFNFFQSYNQYYVFHMPRCLFAGPLAEQFLNQVDLTETLERYQQRLNTYALVSKDLASYRSFSQQLKAQDSLGEQPTTVPPPIDLSIPHVWMPPQTTPHGWTESHTTSGLHRPHFNQTCILFDGHDLLFSTVTPCLHQGFYLIDELRYVKITLTEDFFVVTVSIDDDTPMLLIFGHLPRVLFKAPYQRDNFILRQTEKHELLVLVKKDQLNRHSYLKDPDFLDAALDFNYLDLSALLRNSFHRYAVDVLKSGRCQMLDRRTVEMAFAYALALFAAARQEEAGAQVSVPRALDRQAALLQIQEFMITCLSQTPPRTTLLLYPTAVDLAKRALWTPNQITDITSLVRLVYILSKQNQQHLIPQWALRQIADFALKLHKTHLASFLSAFARQELYLMGSLVHSMLVHTTERREIFIVETGLCSLAEL..., which amino acid positions are active epitope sites? The epitope positions are: [33, 34, 35, 36, 37, 38, 39, 40, 41]. The amino acids at these positions are: LDKAFHLLL. (3) Given the antigen sequence: MGSGYQLLQLPRERFRKTSFLVWVIILFQRAISMPLGIVTNSTLKATEIDQLVCRDKLSSTSQLKSVGLNLEGNGIATDVPSATKRWGFRSGVPPKVVSYEAGEWAENCYNLEIKKSDGSECLPLPPDGVRGFPRCRYVHKVQGTGPCPGDLAFHKNGAFFLYDRLASTVIYRGTTFAEGVIAFLILSEPKKHFWKATPAHEPVNTTDDSTSYYMTLTLSYEMSNFGGEESNTLFKVDNHTYVQLDRPHTPQFLVQLNETLRRNNRLSNSTGRLTWTLDPKIEPDVGEWAFWETKKTFPNNFMEKTCISKFYQPTPTTPQIRARRELSKEKLATTHPPTTPSWFQRIPLQWFQCSLQDGQRKCRPKV, which amino acid positions are active epitope sites? The epitope positions are: [165, 166, 167, 168, 169, 170, 171, 172, 173, 174, 175, 176, 177, 178, 179]. The amino acids at these positions are: LASTVIYRGTTFAEG. (4) The epitope positions are: [134, 135, 136, 137, 138, 139, 140, 141, 142, 143]. The amino acids at these positions are: KNNNSTNSGI. Given the antigen sequence: MKKGSKVTELTSNAHMNGSIQKKKEENELENNKKLNHKNNLEENCVIKSKDVVKGGDQKNEGQAKKKNNNNKKKKGTKENDMDKINQSGNTNDDKKKANKNNTTEGNEKNKGSNNKKYVGNKDENMKVELMDVTKNNNSTNSGINNSSN, which amino acid positions are active epitope sites? (5) Given the antigen sequence: MNTTGCFIALLLHAIREIKTRLFPRIQEEMEFTLYNGEKKIFYSRPNNHDNCWLNAILQLFRYVDEPFFDWVYESPENLTLEAIRQLENITGLELHEGGPPALVIWNIKHLLHTGIGTASRPSEVCMVDGTDMCLADFHAGIFLKGQEHAVFACVTSNGWYAIDDEEFYPWTPDPSDVLVFVPYDQEPLNGEWKARVQRRLKGAGQSSPATGSQNQSGNTGSIINNYYMQQYQNSMDTQLGDNAISGGSNEGSTDTTSTHTTNTQNNDWFSKLASSAFSGLFGALLADKKTEETTLLEDRILTTRNGHTTSTTQSSVGITHGYATAEDFVSGPNTSGLETRVVQAERFFKTHLFDWVTSDPFGRCYLLELPTDHKGVYGSLTDSYAYMRNGWDVEVTAVGNQFNGGCLLVAMVPELCSIERRELFQLTLFPHQFINPRTNMTAHIKVPFVGVNRYDQYKVHKPWTLVVMVVAPLTVNTEGAPQIKVYANIAPTNVHVAGE..., which amino acid positions are active epitope sites? The epitope positions are: [865, 866, 867, 868, 869, 870, 871, 872, 873, 874, 875, 876, 877, 878, 879, 880, 881, 882, 883, 884]. The amino acids at these positions are: LTNVRGDLQVLAQKAARPLP. (6) Given the antigen sequence: GAGKRARKARSCATATVAGRALSVRETRQAKEHEVAGADKAEHLKHYSPPAEGNCGWHCISAIANRMVNSIFETTLPERVRPPDDWATDDDLANAIQILRLPAALDRNGACTSAKYVLKLEGEHWTVTVTPGMSPSLLPLECVQGCCEHKGGLGSPDAIEVSGFDPACLDWLAEVMHLPSSAIPAALAEMSGDSDRSASPVTTVWTVSQFFARHSGGNHPDQVRLGKIISLCQVIEDCCCSQNKTNRVTPEEVAAKIDLYLRGATNLEECLARLEKARPPRVIDTSFDWDVVLPGVEAATQTNKLPQVNQCRALVPVVTQKSLDNNSVPLTAFSLANYYYRAQGDEVRHRERLTAVLSKLEEVVREEYGLMPTEPGPRPTLPRGLDELKDQMEEDLLRLANAQATSDMMAWAVEQVDLKTWVKNYPRWTPPPPPPKVQPRKTKPVKSLPERKPVPAPRRKVGPDCGSPVSLGGDVPNSWEDLAVSSPLDLPTPPEPATLS..., which amino acid positions are active epitope sites? The epitope positions are: [437, 438, 439, 440, 441, 442, 443, 444, 445, 446, 447, 448, 449, 450, 451]. The amino acids at these positions are: QPRKTKPVKSLPERK. (7) Given the antigen sequence: MAEPRQEFEVMEDHAGTYGLGDRKDQGGYTMHQDQEGDTDAGLKESPLQTPTEDGSEEPGSETSDAKSTPTAEDVTAPLVDEGAPGKQAAAQPHTEIPEGTTAEEAGIGDTPSLEDEAAGHVTQARMVSKSKDGTGSDDKKAKGADGKTKIATPRGAAPPGQKGQANATRIPAKTPPAPKTPPSSGEPPKSGDRSGYSSPGSPGTPGSRSRTPSLPTPPTREPKKVAVVRTPPKSPSSAKSRLQTAPVPMPDLKNVKSKIGSTENLKHQPGGGKVQIVYKPVDLSKVTSKCGSLGNIHHKPGGGQVEVKSEKLDFKDRVQSKIGSLDNITHVPGGGNKKIETHKLTFRENAKAKTDHGAEIVYKSPVVSGDTSPRHLSNVSSTGSIDMVDSPQLATLADEVSASLAKQGL, which amino acid positions are active epitope sites? The epitope positions are: [228, 229, 230, 231, 232, 233, 234, 235, 236]. The amino acids at these positions are: VRTPPKSPS. (8) Given the antigen sequence: MKMASNDANPSDGSAANLVPEVNNEVMALEPVVGAAIAAPVAGQQNVIDPWIRNNFVQAPGGEFTVSPRNAPGEILWSAPLGPDLNPYLSHLARMYNGYAGGFEVQVILAGNAFTAGKIIFAAVPPNFPTEGLSPSQVTMFPHIIVDVRQLEPVLIPLPDVRNNFYHYNQSNDSTIKLIAMLYTPLRANNAGEDVFTVSCRVLTRPSPDFDFIFLVPPTVESRTKPFTVPILTVEEMTNSRFPIPLEKLFTGPSGAFVVQPQNGRCTTDGVLLGTTQLSPVNICTFRGDVTHIAGSRNYTMNLASLNWNSYDPTEEIPAPLGTPDFVGKIQGLLTQTTKGDGSTRGHKATVYTGSAPFTPKLGSVQFSTDTENDFETHQNTKFTPVGVIQDGSTTHRNEPQQWVLPSYSGRNVHNVHLAPAVAPTFPGEQLLFFRSTMPGCSGYPNMDLDCLLPQEWVQHFYQEAAPAQSDVALLRFVNPDTGRVLFECKLHKSGYVTVA..., which amino acid positions are active epitope sites? The epitope positions are: [50, 51, 52, 53, 54, 55]. The amino acids at these positions are: WIRNNF.